From a dataset of Full USPTO retrosynthesis dataset with 1.9M reactions from patents (1976-2016). Predict the reactants needed to synthesize the given product. (1) Given the product [F:32][C:31]([F:34])([F:33])[C:28]1[N:29]=[CH:15][C:13]([OH:14])=[CH:16][N:27]=1, predict the reactants needed to synthesize it. The reactants are: B1(B2[O:14][C:13]([CH3:16])([CH3:15])[C:13]([CH3:16])([CH3:15])[O:14]2)O[C:15](C)(C)[C:13](C)([CH3:16])[O:14]1.C([O-])(=O)C.[K+].BrC1C=[N:27][C:28]([C:31]([F:34])([F:33])[F:32])=[N:29]C=1. (2) Given the product [CH3:1][C:2]1[CH:3]=[CH:4][C:5]([C:8]2[CH:13]=[C:12]([N:14]3[CH2:19][CH2:18][CH2:17][CH2:16][C:15]3=[O:20])[CH:11]=[C:10]([C:21]([NH:55][CH2:54][C:51]3[CH:52]=[N:53][C:48]([CH3:47])=[CH:49][CH:50]=3)=[O:23])[CH:9]=2)=[CH:6][CH:7]=1, predict the reactants needed to synthesize it. The reactants are: [CH3:1][C:2]1[CH:7]=[CH:6][C:5]([C:8]2[CH:13]=[C:12]([N:14]3[CH2:19][CH2:18][CH2:17][CH2:16][C:15]3=[O:20])[CH:11]=[C:10]([C:21]([OH:23])=O)[CH:9]=2)=[CH:4][CH:3]=1.Cl.CN(C)CCCN=C=NCC.O.ON1C2C=CC=CC=2N=N1.[CH3:47][C:48]1[N:53]=[CH:52][C:51]([CH2:54][NH2:55])=[CH:50][CH:49]=1.C(N(CC)C(C)C)(C)C. (3) Given the product [NH2:34][C@@H:18]([CH2:17][C:16]1[CH:42]=[C:43]([F:45])[CH:44]=[C:14]([F:13])[CH:15]=1)[C@H:19]([OH:33])[CH2:20][NH:21][C:22]1([C:25]2[CH:30]=[CH:29][CH:28]=[C:27]([C:31]#[CH:32])[CH:26]=2)[CH2:24][CH2:23]1, predict the reactants needed to synthesize it. The reactants are: C(Cl)(=O)C.Cl.C(O)(C(F)(F)F)=O.[F:13][C:14]1[CH:15]=[C:16]([CH:42]=[C:43]([F:45])[CH:44]=1)[CH2:17][C@H:18]([NH:34]C(=O)OC(C)(C)C)[C@H:19]([OH:33])[CH2:20][NH:21][C:22]1([C:25]2[CH:30]=[CH:29][CH:28]=[C:27]([C:31]#[CH:32])[CH:26]=2)[CH2:24][CH2:23]1. (4) Given the product [C:20]1([CH3:23])[CH:21]=[CH:22][C:17]([S:14]([N:10]2[C:11]3[C:7](=[CH:6][C:5]([C:24]#[N:25])=[CH:13][CH:12]=3)[CH:8]=[CH:9]2)(=[O:16])=[O:15])=[CH:18][CH:19]=1, predict the reactants needed to synthesize it. The reactants are: [C-]#N.[Na+].Br[C:5]1[CH:6]=[C:7]2[C:11](=[CH:12][CH:13]=1)[N:10]([S:14]([C:17]1[CH:22]=[CH:21][C:20]([CH3:23])=[CH:19][CH:18]=1)(=[O:16])=[O:15])[CH:9]=[CH:8]2.[CH3:24][NH:25]CCNC.[OH-].[NH4+]. (5) Given the product [C:1]([C:3]1[N:8]=[CH:7][C:6]([N:9]2[C:16](=[O:17])[C:12]3([CH2:15][CH2:14][CH2:13]3)[N:11]([C:18]3[CH:28]=[CH:27][C:21]([C:22]([OH:24])=[O:23])=[C:20]([F:29])[CH:19]=3)[C:10]2=[S:30])=[CH:5][C:4]=1[C:31]([F:34])([F:32])[F:33])#[N:2], predict the reactants needed to synthesize it. The reactants are: [C:1]([C:3]1[N:8]=[CH:7][C:6]([N:9]2[C:16](=[O:17])[C:12]3([CH2:15][CH2:14][CH2:13]3)[N:11]([C:18]3[CH:28]=[CH:27][C:21]([C:22]([O:24]CC)=[O:23])=[C:20]([F:29])[CH:19]=3)[C:10]2=[S:30])=[CH:5][C:4]=1[C:31]([F:34])([F:33])[F:32])#[N:2].[OH-].[Na+].Cl. (6) Given the product [ClH:26].[CH2:30]([N:32]([CH3:27])[C:33]([N:3]1[CH2:4][CH2:5][CH:6]([O:9][C:10]2[CH:11]=[CH:12][C:13]([O:14][CH2:15][CH2:16][CH2:17][N:18]3[CH2:23][CH2:22][CH2:21][CH2:20][CH2:19]3)=[CH:24][CH:25]=2)[CH2:7][CH2:8]1)=[O:34])[CH3:31], predict the reactants needed to synthesize it. The reactants are: Cl.Cl.[NH:3]1[CH2:8][CH2:7][CH:6]([O:9][C:10]2[CH:25]=[CH:24][C:13]([O:14][CH2:15][CH2:16][CH2:17][N:18]3[CH2:23][CH2:22][CH2:21][CH2:20][CH2:19]3)=[CH:12][CH:11]=2)[CH2:5][CH2:4]1.[Cl:26][CH2:27]Cl.C[CH:30]([N:32]=[C:33]=[O:34])[CH3:31].